Dataset: Forward reaction prediction with 1.9M reactions from USPTO patents (1976-2016). Task: Predict the product of the given reaction. (1) Given the reactants O[C:2]1([C:16]2[C:24]([OH:25])=[CH:23][C:19]3[O:20][CH2:21][O:22][C:18]=3[CH:17]=2)[C:10]2[C:5](=[C:6]([C:11]([F:14])([F:13])[F:12])[CH:7]=[CH:8][CH:9]=2)[NH:4][C:3]1=[O:15].FC(F)(F)C(O)=O.C([SiH](CC)CC)C, predict the reaction product. The product is: [OH:25][C:24]1[C:16]([CH:2]2[C:10]3[C:5](=[C:6]([C:11]([F:14])([F:13])[F:12])[CH:7]=[CH:8][CH:9]=3)[NH:4][C:3]2=[O:15])=[CH:17][C:18]2[O:22][CH2:21][O:20][C:19]=2[CH:23]=1. (2) The product is: [Cl:1][C:2]1[CH:7]=[CH:6][N:5]=[C:4]2[N:8]([S:14]([C:17]3[CH:22]=[CH:21][CH:20]=[CH:19][CH:18]=3)(=[O:16])=[O:15])[CH:9]=[C:10]([C:11](=[O:13])/[CH:12]=[CH:25]/[N:26]([CH3:28])[CH3:27])[C:3]=12. Given the reactants [Cl:1][C:2]1[CH:7]=[CH:6][N:5]=[C:4]2[N:8]([S:14]([C:17]3[CH:22]=[CH:21][CH:20]=[CH:19][CH:18]=3)(=[O:16])=[O:15])[CH:9]=[C:10]([C:11](=[O:13])[CH3:12])[C:3]=12.CO[CH:25](OC)[N:26]([CH3:28])[CH3:27], predict the reaction product. (3) Given the reactants [N:1]1[C:10]2[C:5](=[CH:6][C:7]([C:11]([OH:13])=[O:12])=[CH:8][CH:9]=2)[CH:4]=[CH:3][CH:2]=1.S([O-])([O-])(=O)=O.[CH3:19]O, predict the reaction product. The product is: [CH3:19][O:12][C:11]([C:7]1[CH:6]=[C:5]2[C:10](=[CH:9][CH:8]=1)[N:1]=[CH:2][CH:3]=[CH:4]2)=[O:13]. (4) Given the reactants [F:1][C:2]1[CH:7]=[CH:6][C:5](/[CH:8]=[C:9]2/[C:10](=[O:16])[N:11]=[C:12](SC)[S:13]/2)=[C:4]([OH:17])[CH:3]=1.[N:18]1([CH2:24][CH2:25][OH:26])[CH2:23][CH2:22][NH:21][CH2:20][CH2:19]1, predict the reaction product. The product is: [F:1][C:2]1[CH:7]=[CH:6][C:5](/[CH:8]=[C:9]2/[C:10](=[O:16])[N:11]=[C:12]([N:21]3[CH2:22][CH2:23][N:18]([CH2:24][CH2:25][OH:26])[CH2:19][CH2:20]3)[S:13]/2)=[C:4]([OH:17])[CH:3]=1. (5) Given the reactants [NH:1]1[C:9]2[C:4](=[CH:5][CH:6]=[CH:7][CH:8]=2)[C:3]([CH2:10][C:11]#[N:12])=[CH:2]1.[CH:13]([N-]C(C)C)(C)[CH3:14].[Li+].BrCCCl, predict the reaction product. The product is: [NH:1]1[C:9]2[C:4](=[CH:5][CH:6]=[CH:7][CH:8]=2)[C:3]([C:10]2([C:11]#[N:12])[CH2:14][CH2:13]2)=[CH:2]1. (6) Given the reactants [CH3:1][O:2][CH2:3][C:4]1([C:10]([N:12]2[C@@H:18]([CH3:19])[C:17]3[CH:20]=[CH:21][C:22]([C:24]([O:26]CC)=O)=[CH:23][C:16]=3[O:15][CH2:14][CH2:13]2)=[O:11])[CH2:9][CH2:8][O:7][CH2:6][CH2:5]1.[NH2:29][OH:30].[OH-].[Na+].Cl, predict the reaction product. The product is: [OH:30][NH:29][C:24]([C:22]1[CH:21]=[CH:20][C:17]2[C@H:18]([CH3:19])[N:12]([C:10]([C:4]3([CH2:3][O:2][CH3:1])[CH2:9][CH2:8][O:7][CH2:6][CH2:5]3)=[O:11])[CH2:13][CH2:14][O:15][C:16]=2[CH:23]=1)=[O:26]. (7) Given the reactants [F:1][C:2]([F:24])([F:23])[C:3]1[N:8]=[CH:7][C:6]([O:9][C:10]2[CH:11]=[C:12]3[C:17](=[CH:18][CH:19]=2)[N:16]=[C:15]([C:20](O)=[O:21])[CH:14]=[CH:13]3)=[CH:5][CH:4]=1.F[B-](F)(F)F.N1(OC(N(C)C)=[N+](C)C)C2C=CC=CC=2N=N1.C(N(CC)CC)C.[NH:54]1[CH2:57][CH:56]([NH:58][C:59](=[O:65])[O:60][C:61]([CH3:64])([CH3:63])[CH3:62])[CH2:55]1, predict the reaction product. The product is: [F:1][C:2]([F:23])([F:24])[C:3]1[N:8]=[CH:7][C:6]([O:9][C:10]2[CH:11]=[C:12]3[C:17](=[CH:18][CH:19]=2)[N:16]=[C:15]([C:20]([N:54]2[CH2:57][CH:56]([NH:58][C:59](=[O:65])[O:60][C:61]([CH3:63])([CH3:62])[CH3:64])[CH2:55]2)=[O:21])[CH:14]=[CH:13]3)=[CH:5][CH:4]=1. (8) The product is: [CH3:1][O:2][C:3]([C:4]1[C:33]([C:30]2[CH:29]=[C:28]([CH3:36])[C:27]([OH:26])=[C:24]([CH3:25])[CH:31]=2)=[C:34]([CH3:35])[N:6]2[CH:7]([CH3:19])[CH2:8][C:9]3[C:14](=[CH:13][C:12]([O:15][CH3:16])=[C:11]([O:17][CH3:18])[CH:10]=3)[C:5]=12)=[O:20]. Given the reactants [CH3:1][O:2][C:3](=[O:20])[CH:4]=[C:5]1[C:14]2[C:9](=[CH:10][C:11]([O:17][CH3:18])=[C:12]([O:15][CH3:16])[CH:13]=2)[CH2:8][CH:7]([CH3:19])[NH:6]1.[N+]([CH2:24][CH3:25])([O-])=O.[OH:26][C:27]1[C:34]([CH3:35])=[CH:33][C:30]([CH:31]=O)=[CH:29][C:28]=1[CH3:36], predict the reaction product. (9) Given the reactants [OH:1][CH2:2][CH2:3][CH:4]1[O:8][C:7](=[O:9])[C:6](C)(C)[CH2:5]1.[CH:12]([C:14]1(CC(O)=O)CCC[CH2:16][CH2:15]1)=[CH2:13].CC(C)(CC=C)C(OC)=O, predict the reaction product. The product is: [OH:1][CH2:2][CH2:3][CH:4]1[C:5]2([CH2:16][CH2:15][CH2:14][CH2:12][CH2:13]2)[CH2:6][C:7](=[O:9])[O:8]1.